Dataset: Forward reaction prediction with 1.9M reactions from USPTO patents (1976-2016). Task: Predict the product of the given reaction. (1) The product is: [NH2:34][CH:12]([C:10]1[C:9]([N:15]2[CH2:20][CH2:19][C:18]([C:21]3[CH:26]=[CH:25][CH:24]=[CH:23][CH:22]=3)([OH:27])[CH2:17][CH2:16]2)=[C:8]2[C:3]([CH:4]=[CH:5][CH:6]=[N:7]2)=[C:2]([Cl:1])[CH:11]=1)[CH3:13]. Given the reactants [Cl:1][C:2]1[CH:11]=[C:10]([C:12](=O)[CH3:13])[C:9]([N:15]2[CH2:20][CH2:19][C:18]([OH:27])([C:21]3[CH:26]=[CH:25][CH:24]=[CH:23][CH:22]=3)[CH2:17][CH2:16]2)=[C:8]2[C:3]=1[CH:4]=[CH:5][CH:6]=[N:7]2.C([O-])(=O)C.[NH4+].C([BH3-])#[N:34].[Na+], predict the reaction product. (2) Given the reactants [Cl:1][C:2]1[CH:7]=[CH:6][C:5]2=[N:8][C:9]([C:11]3[CH:12]=[CH:13][C:14]([C:18]([F:21])([F:20])[F:19])=[C:15]([CH:17]=3)[NH2:16])=[CH:10][N:4]2[N:3]=1.C(#N)C.[CH3:25][C:26]([CH3:31])([CH3:30])[C:27](Cl)=[O:28], predict the reaction product. The product is: [Cl:1][C:2]1[CH:7]=[CH:6][C:5]2[N:4]([CH:10]=[C:9]([C:11]3[CH:12]=[CH:13][C:14]([C:18]([F:19])([F:20])[F:21])=[C:15]([NH:16][C:27](=[O:28])[C:26]([CH3:31])([CH3:30])[CH3:25])[CH:17]=3)[N:8]=2)[N:3]=1. (3) Given the reactants [Cl:1][C:2]1[CH:7]=[CH:6][C:5]([C@@H:8]2[CH2:10][O:9]2)=[CH:4][C:3]=1[F:11].[CH2:12]([CH2:14][NH2:15])[OH:13], predict the reaction product. The product is: [Cl:1][C:2]1[CH:7]=[CH:6][C:5]([C@@H:8]([OH:9])[CH2:10][NH:15][CH2:14][CH2:12][OH:13])=[CH:4][C:3]=1[F:11]. (4) Given the reactants [NH2:1][C:2]1[N:7]=[CH:6][C:5]([C:8]2[CH:16]=[CH:15][C:11]([C:12]([OH:14])=O)=[C:10]([F:17])[CH:9]=2)=[CH:4][C:3]=1[C:18](=[O:26])[NH:19][C:20]1[CH:25]=[CH:24][N:23]=[CH:22][CH:21]=1.[CH3:27][O:28][CH2:29][CH2:30][NH:31][CH3:32], predict the reaction product. The product is: [NH2:1][C:2]1[N:7]=[CH:6][C:5]([C:8]2[CH:16]=[CH:15][C:11]([C:12](=[O:14])[N:31]([CH2:30][CH2:29][O:28][CH3:27])[CH3:32])=[C:10]([F:17])[CH:9]=2)=[CH:4][C:3]=1[C:18]([NH:19][C:20]1[CH:21]=[CH:22][N:23]=[CH:24][CH:25]=1)=[O:26]. (5) Given the reactants [CH3:1][C:2]1[NH:3][C:4]2[C:9]([CH:10]=1)=[C:8]([CH2:11][CH2:12][CH:13]1[CH2:15][O:14]1)[C:7]([CH3:16])=[CH:6][CH:5]=2.[CH:17]1[C:26]2[C:21](=[CH:22][CH:23]=[CH:24][CH:25]=2)[CH:20]=[CH:19][C:18]=1[N:27]1[CH2:34][C@H:33]2[NH:35][CH2:36][C@@H:28]1[CH2:29][CH:30]=[CH:31][CH2:32]2.CCN(C(C)C)C(C)C, predict the reaction product. The product is: [CH3:1][C:2]1[NH:3][C:4]2[C:9]([CH:10]=1)=[C:8]([CH2:11][CH2:12][CH:13]([OH:14])[CH2:15][N:35]1[CH2:36][CH:28]3[N:27]([C:18]4[CH:19]=[CH:20][C:21]5[C:26](=[CH:25][CH:24]=[CH:23][CH:22]=5)[CH:17]=4)[CH2:34][CH:33]1[CH2:32][CH:31]=[CH:30][CH2:29]3)[C:7]([CH3:16])=[CH:6][CH:5]=2. (6) Given the reactants [Cl:1][C:2]1[CH:7]=[C:6](B2OC(C)(C)C(C)(C)O2)[C:5]([O:17][CH3:18])=[CH:4][C:3]=1[C:19]1[CH:20]=[N:21][NH:22][CH:23]=1.Cl[C:25]1[N:30]=[N:29][C:28]([N:31]([CH3:42])[CH:32]2[CH2:37][C:36]([CH3:39])([CH3:38])[NH:35][C:34]([CH3:41])([CH3:40])[CH2:33]2)=[CH:27][CH:26]=1, predict the reaction product. The product is: [Cl:1][C:2]1[C:3]([C:19]2[CH:23]=[N:22][NH:21][CH:20]=2)=[CH:4][C:5]([O:17][CH3:18])=[C:6]([C:25]2[N:30]=[N:29][C:28]([N:31]([CH3:42])[CH:32]3[CH2:37][C:36]([CH3:38])([CH3:39])[NH:35][C:34]([CH3:41])([CH3:40])[CH2:33]3)=[CH:27][CH:26]=2)[CH:7]=1.